This data is from Forward reaction prediction with 1.9M reactions from USPTO patents (1976-2016). The task is: Predict the product of the given reaction. Given the reactants [C:1]([O:5][C:6]([N:8]1[CH2:17][CH2:16][C:15]2[C:10](=[CH:11][CH:12]=[C:13](OS(C(F)(F)F)(=O)=O)[CH:14]=2)[CH2:9]1)=[O:7])([CH3:4])([CH3:3])[CH3:2].C([O-])(=O)C.[K+].B1(B2OC(C)(C)C(C)(C)O2)OC(C)(C)C(C)(C)O1.O.P([O-])([O-])([O-])=O.[K+].[K+].[K+].[CH:58]1([C:61]2[N:66]=[CH:65][C:64](Br)=[CH:63][N:62]=2)[CH2:60][CH2:59]1.C(=O)(O)[O-].[Na+], predict the reaction product. The product is: [C:1]([O:5][C:6]([N:8]1[CH2:17][CH2:16][C:15]2[C:10](=[CH:11][CH:12]=[C:13]([C:64]3[CH:63]=[N:62][C:61]([CH:58]4[CH2:60][CH2:59]4)=[N:66][CH:65]=3)[CH:14]=2)[CH2:9]1)=[O:7])([CH3:4])([CH3:3])[CH3:2].